This data is from Forward reaction prediction with 1.9M reactions from USPTO patents (1976-2016). The task is: Predict the product of the given reaction. (1) Given the reactants [CH2:1]([O:8][CH2:9][C:10]1([CH2:30][OH:31])[CH2:29][CH2:28][CH2:27][C:12]2([O:16][C:15](=[O:17])[N:14]([CH2:18][C:19]3[CH:24]=[CH:23][C:22]([O:25][CH3:26])=[CH:21][CH:20]=3)[CH2:13]2)[CH2:11]1)[C:2]1[CH:7]=[CH:6][CH:5]=[CH:4][CH:3]=1.CCN(C(C)C)C(C)C.[CH3:41][S:42](Cl)(=[O:44])=[O:43].Cl, predict the reaction product. The product is: [CH3:41][S:42]([O:31][CH2:30][C:10]1([CH2:9][O:8][CH2:1][C:2]2[CH:7]=[CH:6][CH:5]=[CH:4][CH:3]=2)[CH2:29][CH2:28][CH2:27][C:12]2([O:16][C:15](=[O:17])[N:14]([CH2:18][C:19]3[CH:24]=[CH:23][C:22]([O:25][CH3:26])=[CH:21][CH:20]=3)[CH2:13]2)[CH2:11]1)(=[O:44])=[O:43]. (2) The product is: [Br:1][C:2]1[C:3]2[N:6]3[C:19]4[C:18]([C:4]=2[CH:5]=[CH:20][CH:21]=1)=[CH:17][CH:16]=[CH:15][C:14]=4[N:13]([C:55]1[CH:54]=[CH:24][CH:23]=[CH:22][CH:27]=1)[C:12]1[C:7]3=[CH:8][CH:9]=[CH:10][CH:11]=1. Given the reactants [Br:1][C:2]1[CH:21]=[CH:20][C:5]2[N:6]3[C:19]4[C:18]([C:4]=2[CH:3]=1)=[CH:17][CH:16]=[CH:15][C:14]=4[NH:13][C:12]1[C:7]3=[CH:8][CH:9]=[CH:10][CH:11]=1.[C:22]1(N)[CH:27]=CC=[CH:24][CH:23]=1.N#N.P(C(C)(C)C)(C(C)(C)C)C(C)(C)C.CC([O-])(C)C.[Na+].O1[CH2:55][CH2:54]OCC1, predict the reaction product. (3) Given the reactants [Cl:1][C:2]1[C:3]([C:24]([O:26]CC)=[O:25])=[C:4]2[CH:9]=[CH:8][CH:7]=[N:6][N:5]2[C:10]=1[CH:11]([CH:13]1[CH2:18][CH2:17][N:16]([CH2:19][C:20]([OH:23])([CH3:22])[CH3:21])[CH2:15][CH2:14]1)[CH3:12].[OH-].[Na+].Cl, predict the reaction product. The product is: [Cl:1][C:2]1[C:3]([C:24]([OH:26])=[O:25])=[C:4]2[CH:9]=[CH:8][CH:7]=[N:6][N:5]2[C:10]=1[CH:11]([CH:13]1[CH2:14][CH2:15][N:16]([CH2:19][C:20]([OH:23])([CH3:22])[CH3:21])[CH2:17][CH2:18]1)[CH3:12]. (4) Given the reactants [NH2:1][C:2]1[N:3]=[CH:4][C:5]([C:8]2[C:9]([F:19])=[C:10]([OH:18])[C:11]([CH:14]3[CH2:17][CH2:16][CH2:15]3)=[CH:12][CH:13]=2)=[N:6][CH:7]=1.Cl[C:21]1[N:26]=[C:25](S(C)(=O)=O)[CH:24]=[CH:23][N:22]=1, predict the reaction product. The product is: [N:22]1[CH:23]=[CH:24][C:25]([O:18][C:10]2[C:9]([F:19])=[C:8]([C:5]3[N:6]=[CH:7][C:2]([NH2:1])=[N:3][CH:4]=3)[CH:13]=[CH:12][C:11]=2[CH:14]2[CH2:15][CH2:16][CH2:17]2)=[N:26][C:21]=1[O:18][C:10]1[C:9]([F:19])=[C:8]([C:5]2[N:6]=[CH:7][C:2]([NH2:1])=[N:3][CH:4]=2)[CH:13]=[CH:12][C:11]=1[CH:14]1[CH2:17][CH2:16][CH2:15]1. (5) Given the reactants C(OC(=O)O[C@H:6]1[CH2:10][C@@H:9]([N:11]2[CH:19]=[N:18][C:17]3[C:12]2=[N:13][C:14]([Cl:21])=[N:15][C:16]=3[Cl:20])[CH:8]=[CH:7]1)C.[NH:23]([C:31]([O:33][C:34]([CH3:37])([CH3:36])[CH3:35])=[O:32])[C:24]([O:26][C:27]([CH3:30])([CH3:29])[CH3:28])=[O:25].C1(P(C2C=CC=CC=2)C2C=CC=CC=2)C=CC=CC=1, predict the reaction product. The product is: [C:31]([N:23]([C:24]([O:26][C:27]([CH3:30])([CH3:29])[CH3:28])=[O:25])[C@H:6]1[CH2:10][C@@H:9]([N:11]2[CH:19]=[N:18][C:17]3[C:12]2=[N:13][C:14]([Cl:21])=[N:15][C:16]=3[Cl:20])[CH:8]=[CH:7]1)([O:33][C:34]([CH3:36])([CH3:37])[CH3:35])=[O:32]. (6) Given the reactants [CH2:1]([O:3][C:4]([C:6]1([C:9]2[CH:14]=[CH:13][C:12]([C:15]3[CH:20]=[CH:19][C:18]([C:21]4[O:25][N:24]=[C:23]([CH3:26])[C:22]=4[CH:27]([OH:31])[CH2:28][CH:29]=[CH2:30])=[CH:17][CH:16]=3)=[CH:11][CH:10]=2)[CH2:8][CH2:7]1)=[O:5])[CH3:2].I[C:33]1[CH:34]=[C:35]([CH3:39])[CH:36]=[CH:37][CH:38]=1, predict the reaction product. The product is: [CH2:1]([O:3][C:4]([C:6]1([C:9]2[CH:10]=[CH:11][C:12]([C:15]3[CH:20]=[CH:19][C:18]([C:21]4[O:25][N:24]=[C:23]([CH3:26])[C:22]=4[CH:27]([OH:31])[CH2:28]/[CH:29]=[CH:30]/[C:33]4[CH:34]=[C:35]([CH3:39])[CH:36]=[CH:37][CH:38]=4)=[CH:17][CH:16]=3)=[CH:13][CH:14]=2)[CH2:8][CH2:7]1)=[O:5])[CH3:2]. (7) Given the reactants C(N1C=CN=C1)(N1C=CN=C1)=O.[N+:13]([C:16]1[CH:21]=[CH:20][C:19]([CH2:22][C:23]([OH:25])=O)=[CH:18][CH:17]=1)([O-:15])=[O:14].[CH2:26]([O:28][C:29](=[O:34])[CH2:30]C(O)=O)[CH3:27], predict the reaction product. The product is: [N+:13]([C:16]1[CH:17]=[CH:18][C:19]([CH2:22][C:23](=[O:25])[CH2:30][C:29]([O:28][CH2:26][CH3:27])=[O:34])=[CH:20][CH:21]=1)([O-:15])=[O:14].